From a dataset of Forward reaction prediction with 1.9M reactions from USPTO patents (1976-2016). Predict the product of the given reaction. (1) Given the reactants [Br:1][C:2]1[CH:3]=[C:4]([CH2:8][C:9]([NH2:11])=O)[CH:5]=[CH:6][CH:7]=1.C(N(CC)CC)C.FC(F)(F)C(OC(=O)C(F)(F)F)=O.O, predict the reaction product. The product is: [Br:1][C:2]1[CH:3]=[C:4]([CH2:8][C:9]#[N:11])[CH:5]=[CH:6][CH:7]=1. (2) Given the reactants C[O:2][C:3](=O)[C:4]1[CH:9]=[C:8]([C:10]([F:13])([F:12])[F:11])[CH:7]=[C:6]([I:14])[CH:5]=1.CC(C[AlH]CC(C)C)C.Cl, predict the reaction product. The product is: [I:14][C:6]1[CH:5]=[C:4]([CH2:3][OH:2])[CH:9]=[C:8]([C:10]([F:12])([F:13])[F:11])[CH:7]=1. (3) Given the reactants [F:1][C:2]1[CH:7]=[CH:6][C:5]([C:8]2[C:16](Br)=[C:11]3[CH:12]=[CH:13][CH:14]=[CH:15][N:10]3[N:9]=2)=[CH:4][CH:3]=1.C([Sn](CCCC)(CCCC)[C:23]1[CH:28]=[CH:27][N:26]=[CH:25][CH:24]=1)CCC.[F-].[K+], predict the reaction product. The product is: [F:1][C:2]1[CH:7]=[CH:6][C:5]([C:8]2[C:16]([C:23]3[CH:28]=[CH:27][N:26]=[CH:25][CH:24]=3)=[C:11]3[CH:12]=[CH:13][CH:14]=[CH:15][N:10]3[N:9]=2)=[CH:4][CH:3]=1. (4) Given the reactants [Cl:1][C:2]1[CH:3]=[C:4]([NH:9][C:10]([N:12]2[CH2:17][CH2:16][NH:15][CH2:14][CH2:13]2)=[O:11])[CH:5]=[CH:6][C:7]=1[Cl:8].[C:18]([N:25]1[CH2:29][CH2:28][C:27](=O)[CH2:26]1)([O:20][C:21]([CH3:24])([CH3:23])[CH3:22])=[O:19].C(O[BH-](OC(=O)C)OC(=O)C)(=O)C.[Na+].C(=O)(O)[O-].[Na+], predict the reaction product. The product is: [Cl:1][C:2]1[CH:3]=[C:4]([NH:9][C:10]([N:12]2[CH2:17][CH2:16][N:15]([CH:28]3[CH2:27][CH2:26][N:25]([C:18]([O:20][C:21]([CH3:24])([CH3:23])[CH3:22])=[O:19])[CH2:29]3)[CH2:14][CH2:13]2)=[O:11])[CH:5]=[CH:6][C:7]=1[Cl:8]. (5) The product is: [CH:1]1([N:5]2[CH2:6][CH2:7][C:8]3([CH2:13][CH2:12][N:11]([C:14]4[CH:22]=[CH:21][C:17]([C:18]([NH:34][CH3:38])=[O:20])=[CH:16][CH:15]=4)[CH2:10][CH2:9]3)[CH2:23][CH2:24]2)[CH2:4][CH2:3][CH2:2]1. Given the reactants [CH:1]1([N:5]2[CH2:24][CH2:23][C:8]3([CH2:13][CH2:12][N:11]([C:14]4[CH:22]=[CH:21][C:17]([C:18]([OH:20])=O)=[CH:16][CH:15]=4)[CH2:10][CH2:9]3)[CH2:7][CH2:6]2)[CH2:4][CH2:3][CH2:2]1.CN.F[P-](F)(F)(F)(F)F.[N:34]1(O[P+](N(C)C)(N(C)C)N(C)C)[C:38]2C=CC=CC=2N=N1, predict the reaction product. (6) Given the reactants Br[C:2]1[C:7]2[CH:8]([O:20][CH3:21])[O:9][C:10]3[C:15]([C:6]=2[CH:5]=[CH:4][C:3]=1[NH:22]C(=O)OCC1C=CC=CC=1)=[C:14]([O:16][CH:17]([F:19])[F:18])[CH:13]=[CH:12][CH:11]=3, predict the reaction product. The product is: [F:19][CH:17]([F:18])[O:16][C:14]1[CH:13]=[CH:12][CH:11]=[C:10]2[C:15]=1[C:6]1[CH:5]=[CH:4][C:3]([NH2:22])=[CH:2][C:7]=1[CH:8]([O:20][CH3:21])[O:9]2. (7) Given the reactants [CH2:1]([C:6]1[CH:11]=[CH:10][C:9]([CH2:12][CH2:13][CH2:14][OH:15])=[CH:8][CH:7]=1)[CH2:2][CH2:3][CH2:4][CH3:5].C(N(CC)CC)C.[S:23](Cl)([CH3:26])(=[O:25])=[O:24], predict the reaction product. The product is: [S:23]([O:15][CH2:14][CH2:13][CH2:12][C:9]1[CH:8]=[CH:7][C:6]([CH2:1][CH2:2][CH2:3][CH2:4][CH3:5])=[CH:11][CH:10]=1)(=[O:25])(=[O:24])[CH3:26].